This data is from Reaction yield outcomes from USPTO patents with 853,638 reactions. The task is: Predict the reaction yield, written as a fraction of the theoretical maximum amount of product (1.0 means a 100% yield; for example, 0.34 means a 34% yield). (1) The reactants are [Cl:1][C:2]1C=C[C:5]([Cl:8])=[CH:4][C:3]=1[S:9]([NH:12][CH2:13][C:14]1[CH:15]=[C:16]([C:20]2[CH:21]=[C:22]3[C:26](=[C:27]([C:29]([NH2:31])=[O:30])[CH:28]=2)[NH:25][CH:24]=[C:23]3[CH:32]2[CH2:37][CH2:36][N:35]([S:38]([CH2:41][CH3:42])(=[O:40])=[O:39])[CH2:34][CH2:33]2)[CH:17]=[CH:18][CH:19]=1)(=[O:11])=[O:10].ClC1C=CC(Cl)=CC=1[S:51](Cl)(=O)=O. No catalyst specified. The product is [Cl:1][C:2]1[S:51][C:5]([Cl:8])=[CH:4][C:3]=1[S:9]([NH:12][CH2:13][C:14]1[CH:15]=[C:16]([C:20]2[CH:21]=[C:22]3[C:26](=[C:27]([C:29]([NH2:31])=[O:30])[CH:28]=2)[NH:25][CH:24]=[C:23]3[CH:32]2[CH2:33][CH2:34][N:35]([S:38]([CH2:41][CH3:42])(=[O:40])=[O:39])[CH2:36][CH2:37]2)[CH:17]=[CH:18][CH:19]=1)(=[O:11])=[O:10]. The yield is 0.270. (2) The reactants are Br[C:2]1[N:7]=[C:6]([C:8]([OH:10])=[O:9])[C:5]([F:11])=[CH:4][CH:3]=1.[F:12][C:13]1[CH:18]=[C:17]([O:19][CH3:20])[CH:16]=[C:15]([F:21])[C:14]=1B(O)O. No catalyst specified. The product is [F:12][C:13]1[CH:18]=[C:17]([O:19][CH3:20])[CH:16]=[C:15]([F:21])[C:14]=1[C:2]1[N:7]=[C:6]([C:8]([OH:10])=[O:9])[C:5]([F:11])=[CH:4][CH:3]=1. The yield is 0.0900.